Dataset: Forward reaction prediction with 1.9M reactions from USPTO patents (1976-2016). Task: Predict the product of the given reaction. (1) Given the reactants [NH2:1][CH2:2][CH2:3][NH:4]C(C1N=C2C(N=CN2)=CN=1)=O.C[O:17][C:18]([C:20]1[N:28]=[C:27]2[C:23]([N:24]=[CH:25][N:26]2[C@@H:29]2[CH2:33][C@H:32]([N:34]([C:39]([O:41][C:42]([CH3:45])([CH3:44])[CH3:43])=[O:40])C(=O)CC)[C@@H:31]([OH:46])[C@H:30]2[OH:47])=[C:22]([NH:48][CH2:49][CH:50]([C:57]2[CH:62]=[CH:61][CH:60]=[CH:59][CH:58]=2)[C:51]2[CH:56]=[CH:55][CH:54]=[CH:53][CH:52]=2)[N:21]=1)=O, predict the reaction product. The product is: [C:42]([O:41][C:39](=[O:40])[NH:34][C@H:32]1[CH2:33][C@@H:29]([N:26]2[CH:25]=[N:24][C:23]3[C:27]2=[N:28][C:20]([C:18](=[O:17])[NH:1][CH2:2][CH2:3][NH2:4])=[N:21][C:22]=3[NH:48][CH2:49][CH:50]([C:57]2[CH:62]=[CH:61][CH:60]=[CH:59][CH:58]=2)[C:51]2[CH:52]=[CH:53][CH:54]=[CH:55][CH:56]=2)[C@H:30]([OH:47])[C@@H:31]1[OH:46])([CH3:43])([CH3:45])[CH3:44]. (2) Given the reactants [NH2:1][C:2]1[C:7]([CH:8]=O)=[C:6]([CH:10]2[CH2:15][CH2:14][CH2:13][N:12]([C:16]([O:18][C:19]([CH3:22])([CH3:21])[CH3:20])=[O:17])[CH2:11]2)[CH:5]=[C:4]([C:23]2[CH:28]=[CH:27][CH:26]=[CH:25][C:24]=2[OH:29])[N:3]=1.[C:30](OCC)(=[O:37])[CH2:31][C:32]([O:34][CH2:35][CH3:36])=[O:33].N1CCCCC1, predict the reaction product. The product is: [C:19]([O:18][C:16]([N:12]1[CH2:13][CH2:14][CH2:15][CH:10]([C:6]2[CH:5]=[C:4]([C:23]3[CH:28]=[CH:27][CH:26]=[CH:25][C:24]=3[OH:29])[N:3]=[C:2]3[C:7]=2[CH:8]=[C:31]([C:32]([O:34][CH2:35][CH3:36])=[O:33])[C:30](=[O:37])[NH:1]3)[CH2:11]1)=[O:17])([CH3:21])([CH3:22])[CH3:20]. (3) Given the reactants [CH:1]1([CH:4]([C:10]2[CH:15]=[CH:14][C:13]([F:16])=[C:12]([O:17]C)[CH:11]=2)[CH2:5][C:6]([O:8][CH3:9])=[O:7])[CH2:3][CH2:2]1.B(Br)(Br)Br.O, predict the reaction product. The product is: [CH:1]1([CH:4]([C:10]2[CH:15]=[CH:14][C:13]([F:16])=[C:12]([OH:17])[CH:11]=2)[CH2:5][C:6]([O:8][CH3:9])=[O:7])[CH2:2][CH2:3]1. (4) Given the reactants [Cl:1][C:2]1[CH:10]=[C:9]([F:11])[C:8]([N+:12]([O-:14])=[O:13])=[CH:7][C:3]=1[C:4](Cl)=[O:5].[CH2:15]([N:18]([CH2:23][CH:24]=[CH2:25])[S:19]([NH2:22])(=[O:21])=[O:20])[CH2:16][CH3:17].C(N(CC)CC)C, predict the reaction product. The product is: [Cl:1][C:2]1[CH:10]=[C:9]([F:11])[C:8]([N+:12]([O-:14])=[O:13])=[CH:7][C:3]=1[C:4]([NH:22][S:19]([N:18]([CH2:23][CH2:24][CH3:25])[CH2:15][CH:16]=[CH2:17])(=[O:21])=[O:20])=[O:5]. (5) Given the reactants C([O:8][CH2:9][C@@H:10]([C@H:20]1[CH2:24][CH2:23][NH:22][CH2:21]1)[O:11][C:12]1[CH:17]=[CH:16][C:15]([Cl:18])=[CH:14][C:13]=1[CH3:19])C1C=CC=CC=1.C(O)(C(F)(F)F)=O.Cl, predict the reaction product. The product is: [Cl:18][C:15]1[CH:16]=[CH:17][C:12]([O:11][C@@H:10]([C@@H:20]2[CH2:24][CH2:23][NH:22][CH2:21]2)[CH2:9][OH:8])=[C:13]([CH3:19])[CH:14]=1. (6) Given the reactants Br[C:2]1[C:15]([CH3:16])=[C:14]([C:17]#[N:18])[C:5]2[N:6]=[C:7]([C:9]([N:11]([CH3:13])[CH3:12])=[O:10])[O:8][C:4]=2[C:3]=1[F:19].[C:20](C1(C)C(O)=C(C(C)(C)C)C=CC1)(C)(C)[CH3:21].C(C([Sn])=C(CCCC)CCCC)CCC.[F-].[K+], predict the reaction product. The product is: [C:17]([C:14]1[C:5]2[N:6]=[C:7]([C:9]([N:11]([CH3:13])[CH3:12])=[O:10])[O:8][C:4]=2[C:3]([F:19])=[C:2]([CH:20]=[CH2:21])[C:15]=1[CH3:16])#[N:18]. (7) Given the reactants [F:1][C:2]1[C:7]([OH:8])=[C:6]([F:9])[C:5]([F:10])=[C:4]([F:11])[C:3]=1[F:12].C(N(CC)CC)C.[CH2:20]=[C:21]([C:26](OS(F)(=O)=O)([F:28])[F:27])[C:22]([F:25])([F:24])[F:23], predict the reaction product. The product is: [CH2:20]=[C:21]([C:26]([O:8][C:7]1[C:6]([F:9])=[C:5]([F:10])[C:4]([F:11])=[C:3]([F:12])[C:2]=1[F:1])([F:28])[F:27])[C:22]([F:25])([F:24])[F:23].